From a dataset of Forward reaction prediction with 1.9M reactions from USPTO patents (1976-2016). Predict the product of the given reaction. (1) Given the reactants [CH2:1]([C:3]1[CH:4]=[CH:5][CH:6]=[C:7]2[C:12]=1[N:11]=[C:10]([C:13]1([C:16]3[CH:21]=[CH:20][CH:19]=[CH:18][CH:17]=3)[CH2:15][CH2:14]1)[C:9]([OH:22])=[C:8]2[C:23]([OH:25])=[O:24])C.[CH3:26]C1C=C2C(=C(C)C=1)NC(=O)C2=O.[OH-].[Na+], predict the reaction product. The product is: [OH:22][C:9]1[C:10]([C:13]2([C:16]3[CH:21]=[CH:20][CH:19]=[CH:18][CH:17]=3)[CH2:15][CH2:14]2)=[N:11][C:12]2[C:7]([C:8]=1[C:23]([OH:25])=[O:24])=[CH:6][C:5]([CH3:26])=[CH:4][C:3]=2[CH3:1]. (2) Given the reactants [C:1]([N:9]1[CH2:14][CH2:13][N:12]([C:15](=[O:36])[C:16]([C:18]2[C:26]3[C:21](=[C:22]([C:29]4[N:30]=[CH:31][C:32](N)=[N:33][CH:34]=4)[N:23]=[CH:24][C:25]=3[O:27][CH3:28])[NH:20][CH:19]=2)=[O:17])[CH2:11][CH2:10]1)(=[O:8])[C:2]1[CH:7]=[CH:6][CH:5]=[CH:4][CH:3]=1.N([O-])=[O:38].[Na+].OS(O)(=O)=O, predict the reaction product. The product is: [C:1]([N:9]1[CH2:14][CH2:13][N:12]([C:15](=[O:36])[C:16]([C:18]2[C:26]3[C:21](=[C:22]([C:29]4[N:30]=[CH:31][C:32]([OH:38])=[N:33][CH:34]=4)[N:23]=[CH:24][C:25]=3[O:27][CH3:28])[NH:20][CH:19]=2)=[O:17])[CH2:11][CH2:10]1)(=[O:8])[C:2]1[CH:7]=[CH:6][CH:5]=[CH:4][CH:3]=1. (3) Given the reactants OC[C@@H](NC(=O)OCC1C=CC=CC=1)CC(C)C.[CH2:19]([O:26][C:27]([NH:29][CH:30]([CH2:40][CH:41]([CH3:43])[CH3:42])[CH2:31][NH:32][C:33](=[O:39])[O:34][C:35]([CH3:38])([CH3:37])[CH3:36])=[O:28])[C:20]1[CH:25]=[CH:24][CH:23]=[CH:22][CH:21]=1, predict the reaction product. The product is: [CH2:19]([O:26][C:27]([NH:29][C@@H:30]([CH2:40][CH:41]([CH3:43])[CH3:42])[CH2:31][NH:32][C:33](=[O:39])[O:34][C:35]([CH3:36])([CH3:37])[CH3:38])=[O:28])[C:20]1[CH:25]=[CH:24][CH:23]=[CH:22][CH:21]=1. (4) The product is: [CH:2]1[C:7]([CH2:8][C@H:9]([NH2:13])[C:10]([OH:12])=[O:11])=[CH:6][CH:5]=[C:4]([N:14]([CH2:15][CH2:16][Cl:17])[CH2:18][CH2:19][Cl:20])[CH:3]=1. Given the reactants O.[CH:2]1[C:7]([CH2:8][C@H:9]([NH2:13])[C:10]([OH:12])=[O:11])=[CH:6][CH:5]=[C:4]([N:14]([CH2:18][CH2:19][Cl:20])[CH2:15][CH2:16][Cl:17])[CH:3]=1, predict the reaction product.